Dataset: Forward reaction prediction with 1.9M reactions from USPTO patents (1976-2016). Task: Predict the product of the given reaction. Given the reactants [Cl:1][C:2]1[C:3]([NH:22][C:23]2[CH:24]=[CH:25][CH:26]=[C:27]3[C:32]=2[C:31](=[O:33])[N:30]([CH3:34])[CH2:29][CH2:28]3)=[CH:4][C:5]([NH:8][C:9]2[C:10]([CH3:21])=[N:11][N:12](C(OC(C)(C)C)=O)[CH:13]=2)=[N:6][CH:7]=1.Cl.CCOC(C)=O, predict the reaction product. The product is: [NH3:6].[Cl:1][C:2]1[C:3]([NH:22][C:23]2[CH:24]=[CH:25][CH:26]=[C:27]3[C:32]=2[C:31](=[O:33])[N:30]([CH3:34])[CH2:29][CH2:28]3)=[CH:4][C:5]([NH:8][C:9]2[C:10]([CH3:21])=[N:11][NH:12][CH:13]=2)=[N:6][CH:7]=1.